This data is from Catalyst prediction with 721,799 reactions and 888 catalyst types from USPTO. The task is: Predict which catalyst facilitates the given reaction. (1) The catalyst class is: 10. Reactant: [C:1]([O:5][C:6]([N:8]([CH2:18][C:19]1[CH:28]=[CH:27][C:22]([C:23]([O:25][CH3:26])=[O:24])=[CH:21][CH:20]=1)[CH2:9][CH2:10][C:11]1[CH:16]=[CH:15][CH:14]=[CH:13][C:12]=1[OH:17])=[O:7])([CH3:4])([CH3:3])[CH3:2].[Br:29][C:30]1[CH:37]=[CH:36][C:33]([CH2:34]Br)=[CH:32][CH:31]=1.C(=O)([O-])[O-].[K+].[K+]. Product: [Br:29][C:30]1[CH:37]=[CH:36][C:33]([CH2:34][O:17][C:12]2[CH:13]=[CH:14][CH:15]=[CH:16][C:11]=2[CH2:10][CH2:9][N:8]([CH2:18][C:19]2[CH:20]=[CH:21][C:22]([C:23]([O:25][CH3:26])=[O:24])=[CH:27][CH:28]=2)[C:6]([O:5][C:1]([CH3:3])([CH3:2])[CH3:4])=[O:7])=[CH:32][CH:31]=1. (2) Reactant: [Cl:1][C:2]1[CH:7]=[C:6]([C:8]2[N:12]=[C:11]([C:13]3[N:14]=[C:15]4[C:20]([Cl:21])=[CH:19][C:18]([C:22]([F:25])([F:24])[F:23])=[CH:17][N:16]4[CH:26]=3)[O:10][N:9]=2)[C:5]([Cl:27])=[CH:4][C:3]=1[OH:28].[F:29][C:30]([F:35])([F:34])[CH:31]1[O:33][CH2:32]1.[OH-].[Na+]. Product: [Cl:1][C:2]1[CH:7]=[C:6]([C:8]2[N:12]=[C:11]([C:13]3[N:14]=[C:15]4[C:20]([Cl:21])=[CH:19][C:18]([C:22]([F:23])([F:25])[F:24])=[CH:17][N:16]4[CH:26]=3)[O:10][N:9]=2)[C:5]([Cl:27])=[CH:4][C:3]=1[O:28][CH2:32][CH:31]([OH:33])[C:30]([F:35])([F:34])[F:29]. The catalyst class is: 1. (3) Reactant: O.[CH3:2][C:3]1[CH:8]=[CH:7][C:6]([S:9]([OH:12])(=[O:11])=[O:10])=[CH:5][CH:4]=1.C([N:20]1[CH2:24][CH2:23][C@H:22]([F:25])[CH2:21]1)(OC(C)(C)C)=O. Product: [CH3:2][C:3]1[CH:4]=[CH:5][C:6]([S:9]([OH:12])(=[O:11])=[O:10])=[CH:7][CH:8]=1.[F:25][C@H:22]1[CH2:23][CH2:24][NH:20][CH2:21]1. The catalyst class is: 10. (4) Reactant: [C:1]1([C:7]2([OH:15])[CH2:14][CH:10]3[CH2:11][NH:12][CH2:13][CH:9]3[CH2:8]2)[CH:6]=[CH:5][CH:4]=[CH:3][CH:2]=1.C(=O)([O-])[O-].[K+].[K+].Cl[CH2:23][CH2:24][C:25]([C:27]1[CH:32]=[CH:31][C:30]([OH:33])=[CH:29][CH:28]=1)=[O:26]. Product: [OH:15][C:7]1([C:1]2[CH:2]=[CH:3][CH:4]=[CH:5][CH:6]=2)[CH2:14][CH:10]2[CH2:11][N:12]([CH2:23][CH2:24][C:25]([C:27]3[CH:28]=[CH:29][C:30]([OH:33])=[CH:31][CH:32]=3)=[O:26])[CH2:13][CH:9]2[CH2:8]1. The catalyst class is: 35. (5) Product: [NH2:7][CH2:8][C:9]1[CH:14]=[CH:13][N:12]=[C:11]([C:15]2([NH:18][C:19]([C:21]3([NH:24][C:25]([C:27]4[N:31]5[C@@:32]([CH2:45][C:46]6[CH:51]=[CH:50][C:49]([C:52]#[N:53])=[CH:48][CH:47]=6)([CH3:44])[C:33](=[O:43])[N:34]([C:35]6[CH:40]=[C:39]([Cl:41])[CH:38]=[C:37]([Cl:42])[CH:36]=6)[C:30]5=[N:29][CH:28]=4)=[O:26])[CH2:22][CH2:23]3)=[O:20])[CH2:16][CH2:17]2)[CH:10]=1. Reactant: C(OC(=O)[NH:7][CH2:8][C:9]1[CH:14]=[CH:13][N:12]=[C:11]([C:15]2([NH:18][C:19]([C:21]3([NH:24][C:25]([C:27]4[N:31]5[C@@:32]([CH2:45][C:46]6[CH:51]=[CH:50][C:49]([C:52]#[N:53])=[CH:48][CH:47]=6)([CH3:44])[C:33](=[O:43])[N:34]([C:35]6[CH:40]=[C:39]([Cl:41])[CH:38]=[C:37]([Cl:42])[CH:36]=6)[C:30]5=[N:29][CH:28]=4)=[O:26])[CH2:23][CH2:22]3)=[O:20])[CH2:17][CH2:16]2)[CH:10]=1)(C)(C)C.C(Cl)Cl.C(O)(C(F)(F)F)=O. The catalyst class is: 100. (6) Reactant: [NH2:1][C@H:2]1[CH2:6][CH2:5][N:4]([C@H:7]2[CH2:12][CH2:11][C@@H:10]([NH:13][CH3:14])[CH2:9][C@H:8]2[NH:15][C:16](=[O:18])[CH3:17])[C:3]1=[O:19].C(N(CC)CC)C.Cl[C:28]1[C:37]2[C:32](=[CH:33][CH:34]=[C:35]([C:38]([F:41])([F:40])[F:39])[CH:36]=2)[N:31]=[CH:30][N:29]=1. Product: [CH3:14][NH:13][C@H:10]1[CH2:9][C@@H:8]([NH:15][C:16](=[O:18])[CH3:17])[C@@H:7]([N:4]2[CH2:5][CH2:6][C@H:2]([NH:1][C:28]3[C:37]4[C:32](=[CH:33][CH:34]=[C:35]([C:38]([F:40])([F:41])[F:39])[CH:36]=4)[N:31]=[CH:30][N:29]=3)[C:3]2=[O:19])[CH2:12][CH2:11]1. The catalyst class is: 4. (7) Reactant: Br[C:2]1[CH:9]=[CH:8][C:5]([C:6]#[N:7])=[CH:4][CH:3]=1.C([Li])CCC.[O:15]1[CH2:18][C:17](=[N:19][S:20]([C:22]([CH3:25])([CH3:24])[CH3:23])=[O:21])[CH2:16]1.C([O-])(O)=O.[Na+]. Product: [C:6]([C:5]1[CH:8]=[CH:9][C:2]([C:17]2([NH:19][S:20]([C:22]([CH3:25])([CH3:24])[CH3:23])=[O:21])[CH2:16][O:15][CH2:18]2)=[CH:3][CH:4]=1)#[N:7]. The catalyst class is: 1.